From a dataset of Reaction yield outcomes from USPTO patents with 853,638 reactions. Predict the reaction yield, written as a fraction of the theoretical maximum amount of product (1.0 means a 100% yield; for example, 0.34 means a 34% yield). (1) The reactants are [CH2:1]([C:8]1[NH:12][N:11]=[N:10][N:9]=1)[C:2]1[CH:7]=[CH:6][CH:5]=[CH:4][CH:3]=1.Cl[CH2:14][CH2:15][CH2:16]I.C[O-].[Na+].[Cl:21][C:22]1[N:30](CC=C)[C:29]2[C:28](=[O:34])[NH:27][C:26](=[O:35])[N:25]([CH2:36][CH2:37][CH2:38][CH2:39][CH3:40])[C:24]=2[N:23]=1.C([O-])([O-])=O.[Cs+].[Cs+].N1CCOCC1. The catalyst is CO.CN(C=O)C.C1C=CC([P]([Pd]([P](C2C=CC=CC=2)(C2C=CC=CC=2)C2C=CC=CC=2)([P](C2C=CC=CC=2)(C2C=CC=CC=2)C2C=CC=CC=2)[P](C2C=CC=CC=2)(C2C=CC=CC=2)C2C=CC=CC=2)(C2C=CC=CC=2)C2C=CC=CC=2)=CC=1. The product is [Cl:21][C:22]1[NH:30][C:29]2[C:28](=[O:34])[N:27]([CH2:14][CH2:15][CH2:16][N:11]3[N:10]=[N:9][C:8]([CH2:1][C:2]4[CH:3]=[CH:4][CH:5]=[CH:6][CH:7]=4)=[N:12]3)[C:26](=[O:35])[N:25]([CH2:36][CH2:37][CH2:38][CH2:39][CH3:40])[C:24]=2[N:23]=1. The yield is 0.0300. (2) The reactants are [CH3:1][C:2]1[C:3]([CH2:9][N:10]([CH2:28][C:29]2[C:34]([CH:35]([CH3:37])[CH3:36])=[CH:33][CH:32]=[CH:31][N:30]=2)[CH2:11][CH2:12][C:13]2[N:14]=[CH:15][N:16](S(C3C=CC(C)=CC=3)(=O)=O)[CH:17]=2)=[N:4][CH:5]=[C:6]([CH3:8])[CH:7]=1.C1C=CC2N(O)N=NC=2C=1. The catalyst is CO. The product is [CH3:1][C:2]1[C:3]([CH2:9][N:10]([CH2:11][CH2:12][C:13]2[N:14]=[CH:15][NH:16][CH:17]=2)[CH2:28][C:29]2[C:34]([CH:35]([CH3:37])[CH3:36])=[CH:33][CH:32]=[CH:31][N:30]=2)=[N:4][CH:5]=[C:6]([CH3:8])[CH:7]=1. The yield is 0.620. (3) The reactants are [O:1]=[C:2]1[C:7]([CH2:8][C:9]2[CH:14]=[CH:13][C:12]([C:15]3[C:16]([C:21]#[N:22])=[CH:17][CH:18]=[CH:19][CH:20]=3)=[CH:11][CH:10]=2)=[C:6]([CH2:23][CH2:24][CH3:25])[N:5]2[N:26]=[CH:27][CH:28]=[C:4]2[N:3]1[C@H:29]1[CH2:34][CH2:33][C@H:32]([O:35][CH2:36][C:37](=[O:39])[CH3:38])[CH2:31][CH2:30]1.[CH:40](N(C(C)C)CC)(C)C.FC(F)(F)S(O[Si:55]([C:58]([CH3:61])([CH3:60])[CH3:59])([CH3:57])[CH3:56])(=O)=O.C(=O)([O-])O.[Na+]. The catalyst is C(Cl)Cl.C(OCC)(=O)C. The product is [Si:55]([O:39][C:37]1([CH2:36][O:35][C@H:32]2[CH2:31][CH2:30][C@H:29]([N:3]3[C:2](=[O:1])[C:7]([CH2:8][C:9]4[CH:10]=[CH:11][C:12]([C:15]5[C:16]([C:21]#[N:22])=[CH:17][CH:18]=[CH:19][CH:20]=5)=[CH:13][CH:14]=4)=[C:6]([CH2:23][CH2:24][CH3:25])[N:5]4[N:26]=[CH:27][CH:28]=[C:4]34)[CH2:34][CH2:33]2)[CH2:40][CH2:38]1)([C:58]([CH3:61])([CH3:60])[CH3:59])([CH3:57])[CH3:56]. The yield is 0.680. (4) The reactants are C(N(CC)CC)C.[CH3:8][C@H:9]1[NH:14][C@@H:13]([CH3:15])[CH2:12][N:11]([C:16]2[N:17]([CH2:38][C:39]([F:42])([F:41])[F:40])[C:18]3[C:23]([N:24]=2)=[C:22]([N:25]2[CH2:30][CH2:29][O:28][CH2:27][CH2:26]2)[N:21]=[C:20]([C:31]2[CH:32]=[N:33][C:34]([NH2:37])=[N:35][CH:36]=2)[N:19]=3)[CH2:10]1.[C:43](OC(=O)C)(=[O:45])[CH3:44]. The catalyst is C(Cl)Cl. The product is [C:43]([N:14]1[C@@H:9]([CH3:8])[CH2:10][N:11]([C:16]2[N:17]([CH2:38][C:39]([F:42])([F:41])[F:40])[C:18]3[C:23]([N:24]=2)=[C:22]([N:25]2[CH2:30][CH2:29][O:28][CH2:27][CH2:26]2)[N:21]=[C:20]([C:31]2[CH:36]=[N:35][C:34]([NH2:37])=[N:33][CH:32]=2)[N:19]=3)[CH2:12][C@H:13]1[CH3:15])(=[O:45])[CH3:44]. The yield is 0.930. (5) The reactants are [CH2:1]([N:8]1[C:12](=[O:13])[N:11]([C:14]2[CH:15]=[N:16][N:17]([CH2:19][C:20]3[C:21]([CH3:26])=[N:22][O:23][C:24]=3[CH3:25])[CH:18]=2)[C:10](=[O:27])[NH:9]1)[C:2]1[CH:7]=[CH:6][CH:5]=[CH:4][CH:3]=1.[CH3:28][O:29][CH2:30]Br. No catalyst specified. The product is [CH2:1]([N:8]1[C:12](=[O:13])[N:11]([C:14]2[CH:15]=[N:16][N:17]([CH2:19][C:20]3[C:21]([CH3:26])=[N:22][O:23][C:24]=3[CH3:25])[CH:18]=2)[C:10](=[O:27])[N:9]1[CH2:28][O:29][CH3:30])[C:2]1[CH:3]=[CH:4][CH:5]=[CH:6][CH:7]=1. The yield is 0.180. (6) The reactants are [CH2:1]([C:5]1[N:6]=[C:7]([CH3:27])[NH:8][C:9](=[O:26])[C:10]=1[CH2:11][C:12]1[CH:17]=[CH:16][C:15]([C:18]2[C:19]([C:24]#[N:25])=[CH:20][CH:21]=[CH:22][CH:23]=2)=[CH:14][CH:13]=1)[CH2:2][CH2:3][CH3:4].C(=O)([O-])[O-].[K+].[K+].Cl[CH2:35][C:36]1[N:40]=[C:39]([C:41]2[CH:45]=[CH:44][S:43][CH:42]=2)[O:38][N:37]=1.CN(C)C=O. The catalyst is C(OCC)(=O)C. The product is [CH2:1]([C:5]1[N:6]=[C:7]([CH3:27])[N:8]([CH2:35][C:36]2[N:40]=[C:39]([C:41]3[CH:45]=[CH:44][S:43][CH:42]=3)[O:38][N:37]=2)[C:9](=[O:26])[C:10]=1[CH2:11][C:12]1[CH:17]=[CH:16][C:15]([C:18]2[C:19]([C:24]#[N:25])=[CH:20][CH:21]=[CH:22][CH:23]=2)=[CH:14][CH:13]=1)[CH2:2][CH2:3][CH3:4]. The yield is 0.440. (7) The reactants are [CH3:1][N:2]([CH3:19])[CH:3]1[CH2:8][CH2:7][C:6]([C:9]2[C:17]3[C:12](=[CH:13][CH:14]=[C:15]([NH2:18])[CH:16]=3)[NH:11][CH:10]=2)=[CH:5][CH2:4]1.I.CS[C:23]([C:25]1[S:26][CH:27]=[CH:28][CH:29]=1)=[NH:24]. The catalyst is C(O)C. The product is [CH3:1][N:2]([CH3:19])[CH:3]1[CH2:8][CH2:7][C:6]([C:9]2[C:17]3[C:12](=[CH:13][CH:14]=[C:15]([NH:18][C:23]([C:25]4[S:26][CH:27]=[CH:28][CH:29]=4)=[NH:24])[CH:16]=3)[NH:11][CH:10]=2)=[CH:5][CH2:4]1. The yield is 0.900. (8) The reactants are [Cl:1][C:2]1[N:10]=[C:9](Cl)[C:8]([F:12])=[CH:7][C:3]=1[C:4]([OH:6])=[O:5].FC1C=NC=C(C=1)C(O)=O. No catalyst specified. The product is [Cl:1][C:2]1[N:10]=[CH:9][C:8]([F:12])=[CH:7][C:3]=1[C:4]([OH:6])=[O:5]. The yield is 0.260. (9) The reactants are [NH2:1][C:2]1[C:3]([O:16]C)=[C:4]([C:8]2[O:12][C:11]([C:13]([OH:15])=[O:14])=[CH:10][CH:9]=2)[CH:5]=[CH:6][CH:7]=1.B(Br)(Br)[Br:19]. The catalyst is ClCCl. The product is [BrH:19].[NH2:1][C:2]1[C:3]([OH:16])=[C:4]([C:8]2[O:12][C:11]([C:13]([OH:15])=[O:14])=[CH:10][CH:9]=2)[CH:5]=[CH:6][CH:7]=1. The yield is 0.472. (10) The reactants are [Cl:1][C:2]1[CH:3]=[C:4]2[C:12](=[C:13]([NH2:15])[CH:14]=1)[NH:11][C:10]1[CH:9]=[N:8][CH:7]=[CH:6][C:5]2=1.[CH3:16][N:17]1[CH2:22][C:21]([CH3:24])([CH3:23])[O:20][CH2:19][CH:18]1[C:25](O)=[O:26].C([O-])(=O)C.[NH4+]. No catalyst specified. The product is [Cl:1][C:2]1[CH:3]=[C:4]2[C:12](=[C:13]([NH:15][C:25]([CH:18]3[CH2:19][O:20][C:21]([CH3:23])([CH3:24])[CH2:22][N:17]3[CH3:16])=[O:26])[CH:14]=1)[NH:11][C:10]1[CH:9]=[N:8][CH:7]=[CH:6][C:5]2=1. The yield is 0.610.